From a dataset of Catalyst prediction with 721,799 reactions and 888 catalyst types from USPTO. Predict which catalyst facilitates the given reaction. (1) Reactant: [NH2:1][C:2]1[CH:7]=[CH:6][C:5]([Cl:8])=[CH:4][N:3]=1.[Br:9]Br.[OH-].[Na+]. Product: [NH2:1][C:2]1[C:7]([Br:9])=[CH:6][C:5]([Cl:8])=[CH:4][N:3]=1. The catalyst class is: 342. (2) Reactant: [CH3:1][O:2][C:3]1[CH:12]=[C:11]([CH3:13])[C:10]2[NH:9][C:8](=[O:14])[C:7]3[S:15][CH:16]=[CH:17][C:6]=3[C:5]=2[C:4]=1[C:18]1[CH:23]=[CH:22][C:21]([CH:24]2[CH2:29][CH2:28][CH2:27][N:26](C(OC(C)(C)C)=O)[CH2:25]2)=[CH:20][CH:19]=1.[ClH:37]. Product: [ClH:37].[CH3:1][O:2][C:3]1[CH:12]=[C:11]([CH3:13])[C:10]2[NH:9][C:8](=[O:14])[C:7]3[S:15][CH:16]=[CH:17][C:6]=3[C:5]=2[C:4]=1[C:18]1[CH:19]=[CH:20][C:21]([CH:24]2[CH2:29][CH2:28][CH2:27][NH:26][CH2:25]2)=[CH:22][CH:23]=1. The catalyst class is: 28. (3) Reactant: [NH:1]([C:3]1[N:8]=[CH:7][N:6]=[C:5]([OH:9])[CH:4]=1)[NH2:2].N(C1NC=NC(=O)C=1)N.[CH3:19][CH2:20][C:21](=O)[CH2:22][CH3:23]. Product: [CH3:19][CH2:20][C:21](=[N:2][NH:1][C:3]1[N:8]=[CH:7][N:6]=[C:5]([OH:9])[CH:4]=1)[CH2:22][CH3:23]. The catalyst class is: 8. (4) Reactant: Cl.Cl.[CH3:3][C:4]1[CH:9]=[CH:8][C:7]([N:10]2[CH2:15][CH2:14][NH:13][CH2:12][CH2:11]2)=[CH:6][CH:5]=1.CCN(CC)CC.[CH:23]1([C:28](Cl)=[O:29])[CH2:27][CH2:26][CH2:25][CH2:24]1. Product: [CH:23]1([C:28]([CH:11]2[CH2:12][NH:13][CH2:14][CH2:15][N:10]2[C:7]2[CH:6]=[CH:5][C:4]([CH3:3])=[CH:9][CH:8]=2)=[O:29])[CH2:27][CH2:26][CH2:25][CH2:24]1. The catalyst class is: 2. (5) Reactant: Br[C:2]1[CH:3]=[C:4]([CH:10]2[O:15]CCCO2)[CH:5]=[C:6]([O:8][CH3:9])[CH:7]=1.[CH:16]([N:19]1[CH2:24][CH2:23][NH:22][CH2:21][CH2:20]1)([CH3:18])[CH3:17].CC(C)([O-])C.[Na+].C1(P(C2C=CC=CC=2)C2C=CC3C(=CC=CC=3)C=2C2C3C(=CC=CC=3)C=CC=2P(C2C=CC=CC=2)C2C=CC=CC=2)C=CC=CC=1.Cl.[OH-].[Na+]. Product: [CH:16]([N:19]1[CH2:24][CH2:23][N:22]([C:2]2[CH:3]=[C:4]([CH:5]=[C:6]([O:8][CH3:9])[CH:7]=2)[CH:10]=[O:15])[CH2:21][CH2:20]1)([CH3:18])[CH3:17]. The catalyst class is: 101. (6) Reactant: [CH3:1][C:2]1[CH:11]=[CH:10][C:9]2[C:4](=[C:5]([OH:12])[CH:6]=[CH:7][CH:8]=2)[N:3]=1.OC1C=CC=C2C=1N=C(C=O)C=C2.CC([O-])=O.[Na+].Cl.[NH2:32][OH:33]. Product: [OH:12][C:5]1[CH:6]=[CH:7][CH:8]=[C:9]2[C:4]=1[N:3]=[C:2]([CH:1]=[N:32][OH:33])[CH:11]=[CH:10]2. The catalyst class is: 38. (7) Reactant: Cl[C:2]1[C:11]([Cl:12])=[N:10][C:9]2[C:4](=[CH:5][C:6]([CH3:17])=[C:7]([C:13]([O:15][CH3:16])=[O:14])[CH:8]=2)[N:3]=1.[CH3:18][O-:19].[Na+].C(Cl)(Cl)Cl.O. Product: [Cl:12][C:11]1[C:2]([O:19][CH3:18])=[N:3][C:4]2[C:9]([N:10]=1)=[CH:8][C:7]([C:13]([O:15][CH3:16])=[O:14])=[C:6]([CH3:17])[CH:5]=2. The catalyst class is: 5. (8) Reactant: [C:1]([OH:11])(=O)/[CH:2]=[CH:3]/[C:4]1[CH:9]=[CH:8][CH:7]=[CH:6][CH:5]=1.C(N1C=CN=C1)(N1C=CN=C1)=O.C[Si]([N-][Si](C)(C)C)(C)C.[Li+].[Cl-].[NH4+].[C:36]([O:39][CH2:40][CH3:41])(=[O:38])[CH3:37]. Product: [CH2:40]([O:39][C:36](=[O:38])[CH2:37][C:1](=[O:11])/[CH:2]=[CH:3]/[C:4]1[CH:5]=[CH:6][CH:7]=[CH:8][CH:9]=1)[CH3:41]. The catalyst class is: 7. (9) Reactant: [CH2:1](Br)[C:2]1[CH:7]=[CH:6][CH:5]=[CH:4][CH:3]=1.C(=O)([O-])[O-].[K+].[K+].[CH3:15][O:16][C:17](=[O:29])[C:18]1[CH:23]=[C:22]([C:24](=[O:26])[CH3:25])[C:21]([OH:27])=[CH:20][C:19]=1[OH:28]. Product: [C:24]([C:22]1[C:21]([O:27][CH2:1][C:2]2[CH:7]=[CH:6][CH:5]=[CH:4][CH:3]=2)=[CH:20][C:19]([O:28][CH2:1][C:2]2[CH:7]=[CH:6][CH:5]=[CH:4][CH:3]=2)=[C:18]([CH:23]=1)[C:17]([O:16][CH3:15])=[O:29])(=[O:26])[CH3:25]. The catalyst class is: 10.